This data is from Catalyst prediction with 721,799 reactions and 888 catalyst types from USPTO. The task is: Predict which catalyst facilitates the given reaction. (1) Reactant: Cl.[CH3:2][O:3][NH:4][CH3:5].CCN(C(C)C)C(C)C.[Cl:15][C:16]1[CH:17]=[N:18][C:19]2[C:24]([N:25]=1)=[CH:23][C:22]([C:26](Cl)=[O:27])=[CH:21][CH:20]=2.ClC1C=NC2C(=CC=C(C(Cl)=O)C=2)N=1. Product: [Cl:15][C:16]1[CH:17]=[N:18][C:19]2[C:24]([N:25]=1)=[CH:23][C:22]([C:26]([N:4]([O:3][CH3:2])[CH3:5])=[O:27])=[CH:21][CH:20]=2. The catalyst class is: 2. (2) Reactant: [C:1]1([C:7]([N:9]2[CH2:14][CH2:13][N:12]([CH:15]3[CH2:18][N:17]([C:19]([C:21]4[CH:39]=[CH:38][C:24]([O:25][C@H:26]5[CH2:30][CH2:29][N:28](C(OC(C)(C)C)=O)[CH2:27]5)=[CH:23][CH:22]=4)=[O:20])[CH2:16]3)[CH2:11][CH2:10]2)=[O:8])[CH:6]=[CH:5][CH:4]=[CH:3][CH:2]=1.C(O)(C(F)(F)F)=O. Product: [C:1]1([C:7]([N:9]2[CH2:10][CH2:11][N:12]([CH:15]3[CH2:16][N:17]([C:19]([C:21]4[CH:39]=[CH:38][C:24]([O:25][C@H:26]5[CH2:30][CH2:29][NH:28][CH2:27]5)=[CH:23][CH:22]=4)=[O:20])[CH2:18]3)[CH2:13][CH2:14]2)=[O:8])[CH:2]=[CH:3][CH:4]=[CH:5][CH:6]=1. The catalyst class is: 2.